This data is from Reaction yield outcomes from USPTO patents with 853,638 reactions. The task is: Predict the reaction yield, written as a fraction of the theoretical maximum amount of product (1.0 means a 100% yield; for example, 0.34 means a 34% yield). (1) The reactants are [OH:1][C:2]1[C:7]2=[C:8]([CH3:20])[C:9]([O:11][CH2:12][CH2:13][CH2:14][NH:15][S:16]([CH3:19])(=[O:18])=[O:17])=[CH:10][N:6]2[N:5]=[CH:4][N:3]=1.O=P(Cl)(Cl)Cl.[F:26][C:27]1[C:35](O)=[CH:34][CH:33]=[C:32]2[C:28]=1[CH:29]=[C:30]([CH3:37])[NH:31]2.C([O-])([O-])=O.[K+].[K+]. The catalyst is CN(C=O)C.ClCCl. The product is [F:26][C:27]1[C:35]([O:1][C:2]2[C:7]3=[C:8]([CH3:20])[C:9]([O:11][CH2:12][CH2:13][CH2:14][NH:15][S:16]([CH3:19])(=[O:18])=[O:17])=[CH:10][N:6]3[N:5]=[CH:4][N:3]=2)=[CH:34][CH:33]=[C:32]2[C:28]=1[CH:29]=[C:30]([CH3:37])[NH:31]2. The yield is 0.340. (2) The reactants are Br[CH2:2][C:3]([C:5]1[CH:14]=[CH:13][C:12]2[C:7](=[CH:8][CH:9]=[CH:10][CH:11]=2)[CH:6]=1)=[O:4].[SH:15][CH2:16][CH2:17][CH2:18][CH2:19][C:20]([OH:22])=[O:21].C(=O)([O-])[O-].[K+].[K+]. The catalyst is C1COCC1. The product is [CH:6]1[C:7]2[C:12](=[CH:11][CH:10]=[CH:9][CH:8]=2)[CH:13]=[CH:14][C:5]=1[C:3]([CH2:2][S:15][CH2:16][CH2:17][CH2:18][CH2:19][C:20]([OH:22])=[O:21])=[O:4]. The yield is 0.500. (3) The reactants are [F:1][C:2]1[CH:3]=[C:4]([N:9]2[C:13]3[CH:14]=[CH:15][CH:16]=[CH:17][C:12]=3[N:11]([CH2:18][CH2:19][N:20]3[CH2:25][CH2:24][N:23](C(OC(C)(C)C)=O)[CH2:22][CH2:21]3)[S:10]2(=[O:34])=[O:33])[CH:5]=[CH:6][C:7]=1[F:8].Cl. The catalyst is ClCCl.O1CCOCC1. The product is [F:1][C:2]1[CH:3]=[C:4]([N:9]2[C:13]3[CH:14]=[CH:15][CH:16]=[CH:17][C:12]=3[N:11]([CH2:18][CH2:19][N:20]3[CH2:25][CH2:24][NH:23][CH2:22][CH2:21]3)[S:10]2(=[O:33])=[O:34])[CH:5]=[CH:6][C:7]=1[F:8]. The yield is 0.740. (4) The yield is 0.950. The catalyst is C1(C)C=CC=CC=1. The product is [Cl:1][C:2]1[CH:3]=[CH:4][C:5]([NH:8][C:9]([C:11]2[CH:16]=[C:15]([Cl:27])[CH:14]=[C:13]([O:17][CH3:18])[C:12]=2[NH2:19])=[O:10])=[N:6][CH:7]=1. The reactants are [Cl:1][C:2]1[CH:3]=[CH:4][C:5]([NH:8][C:9]([C:11]2[CH:16]=[CH:15][CH:14]=[C:13]([O:17][CH3:18])[C:12]=2[NH2:19])=[O:10])=[N:6][CH:7]=1.C1C(=O)N([Cl:27])C(=O)C1. (5) The reactants are [S:1]1[CH:5]=[C:4]([CH:6]([NH:10][C:11]2[CH:16]=[CH:15][CH:14]=[C:13]([F:17])[CH:12]=2)[C:7]([OH:9])=[O:8])[C:3]2[CH:18]=[CH:19][CH:20]=[CH:21][C:2]1=2.[N:22]12[CH2:29][CH2:28][CH:25]([CH2:26][CH2:27]1)[C@@H:24](O)[CH2:23]2.C1C=CC2N(O)N=NC=2C=1.C1CCC(N=C=NC2CCCCC2)CC1. The catalyst is C1COCC1. The product is [S:1]1[CH:5]=[C:4]([CH:6]([NH:10][C:11]2[CH:16]=[CH:15][CH:14]=[C:13]([F:17])[CH:12]=2)[C:7]([O:9][C@@H:24]2[CH:25]3[CH2:28][CH2:29][N:22]([CH2:27][CH2:26]3)[CH2:23]2)=[O:8])[C:3]2[CH:18]=[CH:19][CH:20]=[CH:21][C:2]1=2. The yield is 0.456. (6) The reactants are [CH3:1][C:2]1[N:7]=[C:6]([C:8]2[CH:13]=[CH:12][CH:11]=[C:10]([C:14]3[CH:15]=[C:16]([S:20](Cl)(=[O:22])=[O:21])[CH:17]=[CH:18][CH:19]=3)[N:9]=2)[CH:5]=[C:4]([C:24]2[CH:29]=[CH:28][C:27]([C:30]([F:33])([F:32])[F:31])=[CH:26][CH:25]=2)[CH:3]=1.[OH:34][CH:35]1[CH2:40][CH2:39][NH:38][CH2:37][CH2:36]1. The catalyst is C1COCC1.CCOC(C)=O. The product is [CH3:1][C:2]1[N:7]=[C:6]([C:8]2[CH:13]=[CH:12][CH:11]=[C:10]([C:14]3[CH:15]=[C:16]([S:20]([N:38]4[CH2:39][CH2:40][CH:35]([OH:34])[CH2:36][CH2:37]4)(=[O:22])=[O:21])[CH:17]=[CH:18][CH:19]=3)[N:9]=2)[CH:5]=[C:4]([C:24]2[CH:29]=[CH:28][C:27]([C:30]([F:33])([F:32])[F:31])=[CH:26][CH:25]=2)[CH:3]=1. The yield is 0.570. (7) The reactants are C[O:2][C:3]([C:5]1([CH2:20][CH2:21][CH3:22])[CH2:11][CH2:10][CH:9]2[N:12]([C:13]([O:15][C:16]([CH3:19])([CH3:18])[CH3:17])=[O:14])[CH:6]1[CH2:7][CH2:8]2)=O.[H-].[Al+3].[Li+].[H-].[H-].[H-].C(C(C(C([O-])=O)O)O)([O-])=O.[Na+].[K+]. The catalyst is O1CCCC1. The product is [C:16]([O:15][C:13]([N:12]1[CH:9]2[CH2:8][CH2:7][CH:6]1[C:5]([CH2:3][OH:2])([CH2:20][CH2:21][CH3:22])[CH2:11][CH2:10]2)=[O:14])([CH3:18])([CH3:19])[CH3:17]. The yield is 0.190.